Dataset: Forward reaction prediction with 1.9M reactions from USPTO patents (1976-2016). Task: Predict the product of the given reaction. (1) Given the reactants [Cl:1][C:2]1[CH:3]=[C:4]([CH:15]=[CH:16][C:17]=1[Cl:18])[O:5][CH:6]1[CH2:11][CH2:10][N:9]([CH2:12][CH2:13]N)[CH2:8][CH2:7]1.[CH2:19]([N:21](CC)CC)C.[C:26]([NH:34][S:35](Cl)(=[O:37])=[O:36])(=[O:33])[C:27]1[CH:32]=[CH:31][CH:30]=[CH:29][CH:28]=1, predict the reaction product. The product is: [C:26]([NH:34][S:35]([NH:21][CH2:19][CH2:13][CH2:12][N:9]1[CH2:8][CH2:7][CH:6]([O:5][C:4]2[CH:15]=[CH:16][C:17]([Cl:18])=[C:2]([Cl:1])[CH:3]=2)[CH2:11][CH2:10]1)(=[O:37])=[O:36])(=[O:33])[C:27]1[CH:32]=[CH:31][CH:30]=[CH:29][CH:28]=1. (2) Given the reactants [Br:1][C:2]1[CH:10]=[C:6]([C:7]([OH:9])=O)[C:5]([OH:11])=[CH:4][CH:3]=1.[F:12][C:13]1[CH:14]=[C:15]([CH:17]=[C:18]([F:20])[CH:19]=1)[NH2:16], predict the reaction product. The product is: [Br:1][C:2]1[CH:3]=[CH:4][C:5]([OH:11])=[C:6]([CH:10]=1)[C:7]([NH:16][C:15]1[CH:14]=[C:13]([F:12])[CH:19]=[C:18]([F:20])[CH:17]=1)=[O:9]. (3) Given the reactants [F:1][C:2]([F:35])([F:34])[C:3]1[CH:4]=[C:5]([CH:27]=[C:28]([C:30]([F:33])([F:32])[F:31])[CH:29]=1)[C:6]([N:8]1[CH2:26][CH2:25][C:11]2([N:15]([C:16]3[CH:21]=[CH:20][CH:19]=[CH:18][C:17]=3[CH3:22])[CH:14]([CH3:23])[NH:13][C:12]2=[O:24])[CH2:10][CH2:9]1)=[O:7].[F:36][CH:37]([F:40])[CH2:38]Br, predict the reaction product. The product is: [F:35][C:2]([F:1])([F:34])[C:3]1[CH:4]=[C:5]([CH:27]=[C:28]([C:30]([F:33])([F:32])[F:31])[CH:29]=1)[C:6]([N:8]1[CH2:9][CH2:10][C:11]2([N:15]([C:16]3[CH:21]=[CH:20][CH:19]=[CH:18][C:17]=3[CH3:22])[CH:14]([CH3:23])[N:13]([CH2:38][CH:37]([F:40])[F:36])[C:12]2=[O:24])[CH2:25][CH2:26]1)=[O:7]. (4) Given the reactants C([C:5]1[N:6]=[CH:7][S:8][CH:9]=1)CC=C.C[N+]1([O-])CC[O:14]CC1.[O-]S([O-])=O.[Na+].[Na+].[CH2:24]1[CH2:28][O:27][CH2:26][CH2:25]1, predict the reaction product. The product is: [S:8]1[CH:9]=[C:5]([CH2:28][CH2:24][CH:25]([OH:14])[CH2:26][OH:27])[N:6]=[CH:7]1. (5) Given the reactants [Cl:1][C:2]1[CH:7]=[CH:6][C:5]([S:8]([N:11]2[C:19]3[C:14](=[CH:15][C:16]([CH3:20])=[CH:17][CH:18]=3)[C:13]([CH:21]=[O:22])=[CH:12]2)(=[O:10])=[O:9])=[CH:4][C:3]=1[N+:23]([O-:25])=[O:24].[BH4-].[Na+].Cl, predict the reaction product. The product is: [Cl:1][C:2]1[CH:7]=[CH:6][C:5]([S:8]([N:11]2[C:19]3[C:14](=[CH:15][C:16]([CH3:20])=[CH:17][CH:18]=3)[C:13]([CH2:21][OH:22])=[CH:12]2)(=[O:9])=[O:10])=[CH:4][C:3]=1[N+:23]([O-:25])=[O:24]. (6) Given the reactants [CH2:1]([C@@:4]1([CH3:25])[CH2:9][C@H:8]([C:10]2[CH:15]=[CH:14][CH:13]=[C:12]([Cl:16])[CH:11]=2)[C@@H:7]([C:17]2[CH:22]=[CH:21][C:20]([Cl:23])=[CH:19][CH:18]=2)[NH:6][C:5]1=[O:24])[CH:2]=[CH2:3].Cl[C:27]1[CH:32]=[C:31]([CH3:33])[C:30]([N+]([O-])=O)=[CH:29][N:28]=1, predict the reaction product. The product is: [CH2:1]([C@@:4]1([CH3:25])[CH2:9][C@H:8]([C:10]2[CH:15]=[CH:14][CH:13]=[C:12]([Cl:16])[CH:11]=2)[C@@H:7]([C:17]2[CH:22]=[CH:21][C:20]([Cl:23])=[CH:19][CH:18]=2)[N:6]([C:27]2[CH:32]=[C:31]([CH3:33])[CH:30]=[CH:29][N:28]=2)[C:5]1=[O:24])[CH:2]=[CH2:3]. (7) The product is: [CH2:9]([C:11]([C:14]1[CH:19]=[CH:18][C:57]([OH:60])=[C:16]([CH3:17])[CH:15]=1)([C:30]1[CH:35]=[CH:34][C:33]([C:36]#[C:37][C:38]2([OH:43])[CH2:42][CH2:41][CH2:40][CH2:39]2)=[C:32]([CH3:44])[CH:31]=1)[CH2:12][CH3:13])[CH3:10]. Given the reactants N1C(C)=CC=CC=1C.[CH2:9]([C:11]([C:30]1[CH:35]=[CH:34][C:33]([C:36]#[C:37][C:38]2([OH:43])[CH2:42][CH2:41][CH2:40][CH2:39]2)=[C:32]([CH3:44])[CH:31]=1)([C:14]1[CH:19]=[CH:18][C:17](B2OC(C)(C)C(C)(C)O2)=[C:16](C)[CH:15]=1)[CH2:12][CH3:13])[CH3:10].O([Si](C)(C)C)S(C(F)(F)F)(=O)=O.[C:57](=[O:60])(O)[O-].[Na+], predict the reaction product. (8) Given the reactants [F:1][C:2]1[C:9]([CH2:10][CH2:11][OH:12])=[CH:8][CH:7]=[CH:6][C:3]=1[CH:4]=O.FC(F)(F)C(O)=O.[F:20][C:21]([F:36])([F:35])[C:22]([N:24]1[CH2:29][C:28]2([CH2:34][CH2:33][NH:32][CH2:31][CH2:30]2)[O:27][CH2:26][CH2:25]1)=[O:23].C(O[BH-](OC(=O)C)OC(=O)C)(=O)C.[Na+].C(=O)([O-])O.[Na+], predict the reaction product. The product is: [F:36][C:21]([F:20])([F:35])[C:22]([N:24]1[CH2:29][C:28]2([CH2:34][CH2:33][N:32]([CH2:4][C:3]3[CH:6]=[CH:7][CH:8]=[C:9]([CH2:10][CH2:11][OH:12])[C:2]=3[F:1])[CH2:31][CH2:30]2)[O:27][CH2:26][CH2:25]1)=[O:23]. (9) Given the reactants Br.Br[CH2:3][C:4]([C:6]1[CH:11]=[CH:10][N:9]=[CH:8][C:7]=1[CH3:12])=O.[CH3:13][C:14]1[CH:15]=[C:16]([NH:20][C:21]([NH2:23])=[S:22])[CH:17]=[CH:18][CH:19]=1.N, predict the reaction product. The product is: [CH3:13][C:14]1[CH:15]=[C:16]([NH:20][C:21]2[S:22][CH:3]=[C:4]([C:6]3[CH:11]=[CH:10][N:9]=[CH:8][C:7]=3[CH3:12])[N:23]=2)[CH:17]=[CH:18][CH:19]=1. (10) The product is: [CH3:12][C:6]1[N:7]=[C:8]2[C:3]([C:2]([NH:20][C:18]3[CH:19]=[C:14]([CH3:13])[CH:15]=[CH:16][C:17]=3[S:21][C:22]3[CH:23]=[CH:24][C:25]([CH3:28])=[CH:26][CH:27]=3)=[CH:11][CH:10]=[N:9]2)=[CH:4][CH:5]=1. Given the reactants Cl[C:2]1[CH:11]=[CH:10][N:9]=[C:8]2[C:3]=1[CH:4]=[CH:5][C:6]([CH3:12])=[N:7]2.[CH3:13][C:14]1[CH:15]=[CH:16][C:17]([S:21][C:22]2[CH:27]=[CH:26][C:25]([CH3:28])=[CH:24][CH:23]=2)=[C:18]([NH2:20])[CH:19]=1, predict the reaction product.